This data is from NCI-60 drug combinations with 297,098 pairs across 59 cell lines. The task is: Regression. Given two drug SMILES strings and cell line genomic features, predict the synergy score measuring deviation from expected non-interaction effect. (1) Drug 1: C1CN1P(=S)(N2CC2)N3CC3. Drug 2: C1=NC2=C(N=C(N=C2N1C3C(C(C(O3)CO)O)O)F)N. Cell line: SR. Synergy scores: CSS=38.1, Synergy_ZIP=-3.12, Synergy_Bliss=-5.41, Synergy_Loewe=-7.33, Synergy_HSA=-3.28. (2) Drug 1: CC1C(C(CC(O1)OC2CC(CC3=C2C(=C4C(=C3O)C(=O)C5=C(C4=O)C(=CC=C5)OC)O)(C(=O)C)O)N)O.Cl. Drug 2: CC1CCCC2(C(O2)CC(NC(=O)CC(C(C(=O)C(C1O)C)(C)C)O)C(=CC3=CSC(=N3)C)C)C. Cell line: SR. Synergy scores: CSS=55.3, Synergy_ZIP=1.91, Synergy_Bliss=4.41, Synergy_Loewe=3.59, Synergy_HSA=4.32. (3) Drug 1: C1CN(CCN1C(=O)CCBr)C(=O)CCBr. Drug 2: CC(C)NC(=O)C1=CC=C(C=C1)CNNC.Cl. Cell line: RXF 393. Synergy scores: CSS=3.73, Synergy_ZIP=-0.479, Synergy_Bliss=1.08, Synergy_Loewe=0.301, Synergy_HSA=-1.02. (4) Drug 1: CCC(=C(C1=CC=CC=C1)C2=CC=C(C=C2)OCCN(C)C)C3=CC=CC=C3.C(C(=O)O)C(CC(=O)O)(C(=O)O)O. Drug 2: C1CCC(C(C1)N)N.C(=O)(C(=O)[O-])[O-].[Pt+4]. Cell line: LOX IMVI. Synergy scores: CSS=32.7, Synergy_ZIP=-5.38, Synergy_Bliss=2.32, Synergy_Loewe=-15.4, Synergy_HSA=0.626. (5) Drug 1: C1CCC(C1)C(CC#N)N2C=C(C=N2)C3=C4C=CNC4=NC=N3. Drug 2: CC1OCC2C(O1)C(C(C(O2)OC3C4COC(=O)C4C(C5=CC6=C(C=C35)OCO6)C7=CC(=C(C(=C7)OC)O)OC)O)O. Cell line: ACHN. Synergy scores: CSS=56.3, Synergy_ZIP=-0.0391, Synergy_Bliss=2.46, Synergy_Loewe=-22.4, Synergy_HSA=2.65. (6) Drug 1: CC(CN1CC(=O)NC(=O)C1)N2CC(=O)NC(=O)C2. Drug 2: CC1=CC2C(CCC3(C2CCC3(C(=O)C)OC(=O)C)C)C4(C1=CC(=O)CC4)C. Cell line: HS 578T. Synergy scores: CSS=16.9, Synergy_ZIP=1.32, Synergy_Bliss=12.3, Synergy_Loewe=0.432, Synergy_HSA=6.99. (7) Cell line: OVCAR-4. Drug 2: CC1C(C(CC(O1)OC2CC(CC3=C2C(=C4C(=C3O)C(=O)C5=C(C4=O)C(=CC=C5)OC)O)(C(=O)CO)O)N)O.Cl. Synergy scores: CSS=21.3, Synergy_ZIP=0.295, Synergy_Bliss=2.56, Synergy_Loewe=-8.86, Synergy_HSA=1.76. Drug 1: CC1=C(C=C(C=C1)NC(=O)C2=CC=C(C=C2)CN3CCN(CC3)C)NC4=NC=CC(=N4)C5=CN=CC=C5.